This data is from Catalyst prediction with 721,799 reactions and 888 catalyst types from USPTO. The task is: Predict which catalyst facilitates the given reaction. (1) Reactant: Cl[C:2]1[N:7]=[C:6]([NH:8][CH:9]2[CH2:14][C:13]([CH3:16])([CH3:15])[NH:12][C:11]([CH3:18])([CH3:17])[CH2:10]2)[C:5]([F:19])=[CH:4][N:3]=1.[CH:20]1([C:23]2[CH:24]=[C:25]([NH2:34])[CH:26]=[C:27]([N:29]3[CH:33]=[N:32][N:31]=[N:30]3)[CH:28]=2)[CH2:22][CH2:21]1.S(O)(C1C=CC(C)=CC=1)(=O)=O. Product: [CH:20]1([C:23]2[CH:24]=[C:25]([NH:34][C:2]3[N:7]=[C:6]([NH:8][CH:9]4[CH2:14][C:13]([CH3:16])([CH3:15])[NH:12][C:11]([CH3:18])([CH3:17])[CH2:10]4)[C:5]([F:19])=[CH:4][N:3]=3)[CH:26]=[C:27]([N:29]3[CH:33]=[N:32][N:31]=[N:30]3)[CH:28]=2)[CH2:22][CH2:21]1. The catalyst class is: 32. (2) Reactant: [Cl:1][C:2]1[C:3]([CH3:26])=[N:4][O:5][C:6]=1[N:7]([CH2:20][O:21][CH2:22][CH2:23][O:24][CH3:25])[S:8]([C:11]1[C:19]2[C:14](=[N:15][CH:16]=[CH:17][CH:18]=2)[S:13][CH:12]=1)(=[O:10])=[O:9].[Li]CCCC.[CH3:32][O:33][C:34]1[CH:41]=[CH:40][CH:39]=[C:38]([O:42][CH3:43])[C:35]=1[CH:36]=[O:37]. Product: [Cl:1][C:2]1[C:3]([CH3:26])=[N:4][O:5][C:6]=1[N:7]([CH2:20][O:21][CH2:22][CH2:23][O:24][CH3:25])[S:8]([C:11]1[C:19]2[C:14](=[N:15][CH:16]=[CH:17][CH:18]=2)[S:13][C:12]=1[CH:36]([OH:37])[C:35]1[C:38]([O:42][CH3:43])=[CH:39][CH:40]=[CH:41][C:34]=1[O:33][CH3:32])(=[O:9])=[O:10]. The catalyst class is: 1. (3) Reactant: [Si:1]([O:8][CH2:9][C@H:10]([OH:12])[CH3:11])([C:4]([CH3:7])([CH3:6])[CH3:5])([CH3:3])[CH3:2].O[C:14]1[CH:15]=[C:16]([CH:21]=[C:22]([O:24][C:25]2[CH:30]=[CH:29][C:28]([S:31]([CH3:34])(=[O:33])=[O:32])=[CH:27][CH:26]=2)[CH:23]=1)[C:17]([O:19][CH3:20])=[O:18].C1(P(C2C=CC=CC=2)C2C=CC=CC=2)C=CC=CC=1.CC(OC(/N=N/C(OC(C)C)=O)=O)C. Product: [Si:1]([O:8][CH2:9][C@H:10]([CH3:11])[O:12][C:14]1[CH:15]=[C:16]([CH:21]=[C:22]([O:24][C:25]2[CH:30]=[CH:29][C:28]([S:31]([CH3:34])(=[O:33])=[O:32])=[CH:27][CH:26]=2)[CH:23]=1)[C:17]([O:19][CH3:20])=[O:18])([C:4]([CH3:7])([CH3:6])[CH3:5])([CH3:3])[CH3:2]. The catalyst class is: 2. (4) Reactant: [C:1]([O:5][C:6]([N:8]1[CH2:13][CH2:12][CH:11]([S:14][C:15]2[CH:20]=[CH:19][C:18]([Br:21])=[CH:17][CH:16]=2)[CH2:10][CH2:9]1)=[O:7])([CH3:4])([CH3:3])[CH3:2].[OH:22]S(O)(=O)=O.CC(O)C.OO. Product: [C:1]([O:5][C:6]([N:8]1[CH2:13][CH2:12][CH:11]([S:14]([C:15]2[CH:20]=[CH:19][C:18]([Br:21])=[CH:17][CH:16]=2)=[O:22])[CH2:10][CH2:9]1)=[O:7])([CH3:4])([CH3:2])[CH3:3]. The catalyst class is: 4. (5) Reactant: [H-].[Na+].[OH:3][C:4]1[CH:5]=[C:6]([CH:30]=[CH:31][CH:32]=1)[O:7][CH2:8][CH2:9][O:10][C:11]1[C:12]([N:17]2[CH2:22][CH2:21][N:20]([C:23]([O:25][C:26]([CH3:29])([CH3:28])[CH3:27])=[O:24])[CH2:19][CH2:18]2)=[N:13][CH:14]=[CH:15][N:16]=1.[CH3:33][O:34][CH2:35][CH2:36]Br. Product: [CH3:33][O:34][CH2:35][CH2:36][O:3][C:4]1[CH:5]=[C:6]([CH:30]=[CH:31][CH:32]=1)[O:7][CH2:8][CH2:9][O:10][C:11]1[C:12]([N:17]2[CH2:22][CH2:21][N:20]([C:23]([O:25][C:26]([CH3:28])([CH3:29])[CH3:27])=[O:24])[CH2:19][CH2:18]2)=[N:13][CH:14]=[CH:15][N:16]=1. The catalyst class is: 3.